From a dataset of Full USPTO retrosynthesis dataset with 1.9M reactions from patents (1976-2016). Predict the reactants needed to synthesize the given product. (1) Given the product [CH2:9]([C:11]1([OH:16])[CH2:15][CH2:14][CH2:13][CH2:12]1)[C:8]#[CH:7], predict the reactants needed to synthesize it. The reactants are: [Mg].C(OCC)C.[CH2:7](Br)[C:8]#[CH:9].[C:11]1(=[O:16])[CH2:15][CH2:14][CH2:13][CH2:12]1. (2) Given the product [N+:1]([C:4]1[CH:8]=[C:7]([C:9]([O:11][CH2:16][CH3:17])=[O:10])[NH:6][N:5]=1)([O-:3])=[O:2], predict the reactants needed to synthesize it. The reactants are: [N+:1]([C:4]1[CH:8]=[C:7]([C:9]([OH:11])=[O:10])[NH:6][N:5]=1)([O-:3])=[O:2].S(Cl)(Cl)=O.[CH2:16](O)[CH3:17]. (3) Given the product [N:34]1([C:31]2[CH:30]=[CH:29][C:28]([NH:7][C:8]3[C:9]4[N:10]([N:25]=[CH:26][N:27]=4)[C:11]([C:14]4[CH:15]=[C:16]5[C:21](=[CH:22][CH:23]=4)[C:20](=[O:24])[NH:19][CH2:18][CH2:17]5)=[CH:12][N:13]=3)=[CH:33][CH:32]=2)[CH2:39][CH2:38][O:37][CH2:36][CH2:35]1, predict the reactants needed to synthesize it. The reactants are: C(OC(=O)[N:7]([C:28]1[CH:33]=[CH:32][C:31]([N:34]2[CH2:39][CH2:38][O:37][CH2:36][CH2:35]2)=[CH:30][CH:29]=1)[C:8]1[C:9]2[N:10]([N:25]=[CH:26][N:27]=2)[C:11]([C:14]2[CH:15]=[C:16]3[C:21](=[CH:22][CH:23]=2)[C:20](=[O:24])[NH:19][CH2:18][CH2:17]3)=[CH:12][N:13]=1)(C)(C)C.C(O)(C(F)(F)F)=O. (4) Given the product [N:36]([CH2:2][CH2:3][CH2:4][S:5]([O:8][CH2:9][C:10]([CH3:35])([CH3:34])[C@@H:11]([O:26][CH2:27][C:28]1[CH:33]=[CH:32][CH:31]=[CH:30][CH:29]=1)[C:12]([O:14][CH2:15][CH2:16][O:17][C:18]([CH:20]1[CH2:25][CH2:24][CH2:23][CH2:22][CH2:21]1)=[O:19])=[O:13])(=[O:7])=[O:6])=[N+:37]=[N-:38], predict the reactants needed to synthesize it. The reactants are: Cl[CH2:2][CH2:3][CH2:4][S:5]([O:8][CH2:9][C:10]([CH3:35])([CH3:34])[C@@H:11]([O:26][CH2:27][C:28]1[CH:33]=[CH:32][CH:31]=[CH:30][CH:29]=1)[C:12]([O:14][CH2:15][CH2:16][O:17][C:18]([CH:20]1[CH2:25][CH2:24][CH2:23][CH2:22][CH2:21]1)=[O:19])=[O:13])(=[O:7])=[O:6].[N-:36]=[N+:37]=[N-:38].[Na+]. (5) The reactants are: [CH3:1][S:2]([C:5]1[CH:6]=[C:7](/[CH:11]=[CH:12]/[C:13]([O:15][CH3:16])=[O:14])[CH:8]=[CH:9][CH:10]=1)(=[O:4])=[O:3]. Given the product [CH3:1][S:2]([C:5]1[CH:6]=[C:7]([CH2:11][CH2:12][C:13]([O:15][CH3:16])=[O:14])[CH:8]=[CH:9][CH:10]=1)(=[O:3])=[O:4], predict the reactants needed to synthesize it.